From a dataset of Full USPTO retrosynthesis dataset with 1.9M reactions from patents (1976-2016). Predict the reactants needed to synthesize the given product. Given the product [F:24][C:25]([F:33])([F:32])[C:26]([C:28]([F:31])([F:30])[F:29])=[O:27].[OH:34][C:35]([C:44]1[CH:49]=[C:48]([NH2:50])[CH:47]=[CH:46][C:45]=1[NH2:51])([C:36]([F:39])([F:38])[F:37])[C:40]([F:43])([F:42])[F:41].[C:1]1([NH2:8])[CH:6]=[CH:5][C:4]([NH2:7])=[CH:3][CH:2]=1, predict the reactants needed to synthesize it. The reactants are: [C:1]1([NH2:8])[CH:6]=[CH:5][C:4]([NH2:7])=[CH:3][CH:2]=1.O.C1(C)C=CC(S(O)(=O)=O)=CC=1.O.O.O.[F:24][C:25]([F:33])([F:32])[C:26]([C:28]([F:31])([F:30])[F:29])=[O:27].[OH:34][C:35]([C:44]1[CH:49]=[C:48]([NH2:50])[CH:47]=[CH:46][C:45]=1[NH2:51])([C:40]([F:43])([F:42])[F:41])[C:36]([F:39])([F:38])[F:37].